Dataset: Catalyst prediction with 721,799 reactions and 888 catalyst types from USPTO. Task: Predict which catalyst facilitates the given reaction. (1) Reactant: [CH2:1]([O:8][C:9]1[CH:14]=[CH:13][C:12]([C:15]2[N:19]([C:20]3[CH:25]=[CH:24][CH:23]=[CH:22][C:21]=3[Cl:26])[N:18]=[C:17]([C:27]([O:29]CC)=[O:28])[C:16]=2[CH3:32])=[CH:11][CH:10]=1)[C:2]1[CH:7]=[CH:6][CH:5]=[CH:4][CH:3]=1.[OH-].[Na+]. Product: [CH2:1]([O:8][C:9]1[CH:10]=[CH:11][C:12]([C:15]2[N:19]([C:20]3[CH:25]=[CH:24][CH:23]=[CH:22][C:21]=3[Cl:26])[N:18]=[C:17]([C:27]([OH:29])=[O:28])[C:16]=2[CH3:32])=[CH:13][CH:14]=1)[C:2]1[CH:7]=[CH:6][CH:5]=[CH:4][CH:3]=1. The catalyst class is: 97. (2) Reactant: [C:1]([O:5][C:6]([N:8]1[CH2:12][CH2:11][CH2:10][CH:9]1[C:13]1[NH:14][C:15]([C:18]2[CH:23]=[CH:22][C:21]([Br:24])=[C:20]([CH2:25][OH:26])[CH:19]=2)=[CH:16][N:17]=1)=[O:7])([CH3:4])([CH3:3])[CH3:2].C(N(CC)CC)C.C1C=CN=CC=1.O=S(=O)=O. Product: [C:1]([O:5][C:6]([N:8]1[CH2:12][CH2:11][CH2:10][CH:9]1[C:13]1[NH:14][C:15]([C:18]2[CH:23]=[CH:22][C:21]([Br:24])=[C:20]([CH:25]=[O:26])[CH:19]=2)=[CH:16][N:17]=1)=[O:7])([CH3:4])([CH3:2])[CH3:3]. The catalyst class is: 16. (3) Reactant: Cl.[C:2]1([C:8]2[CH2:13][CH2:12][NH:11][CH2:10][C:9]=2[CH2:14][OH:15])[CH:7]=[CH:6][CH:5]=[CH:4][CH:3]=1.CCN(C(C)C)C(C)C.[CH3:25][C:26](OC(C)=O)=[O:27]. Product: [OH:15][CH2:14][C:9]1[CH2:10][N:11]([C:26](=[O:27])[CH3:25])[CH2:12][CH2:13][C:8]=1[C:2]1[CH:3]=[CH:4][CH:5]=[CH:6][CH:7]=1. The catalyst class is: 34. (4) Reactant: [Li+].[OH-].[O:3]=[C:4]1[N:10]([CH:11]2[CH2:16][CH2:15][N:14]([C:17]([O:19][C@H:20]([CH2:42][C:43]3[CH:48]=[C:47]([C:49]([F:52])([F:51])[F:50])[C:46]([NH2:53])=[C:45]([Cl:54])[CH:44]=3)[C:21]([N:23]3[CH2:28][CH2:27][CH:26]([N:29]4[CH2:34][CH2:33][CH:32]([CH2:35][CH2:36][C:37]([O:39]CC)=[O:38])[CH2:31][CH2:30]4)[CH2:25][CH2:24]3)=[O:22])=[O:18])[CH2:13][CH2:12]2)[CH2:9][CH2:8][C:7]2[CH:55]=[CH:56][CH:57]=[CH:58][C:6]=2[NH:5]1. Product: [O:3]=[C:4]1[N:10]([CH:11]2[CH2:16][CH2:15][N:14]([C:17]([O:19][C@H:20]([CH2:42][C:43]3[CH:48]=[C:47]([C:49]([F:51])([F:50])[F:52])[C:46]([NH2:53])=[C:45]([Cl:54])[CH:44]=3)[C:21]([N:23]3[CH2:24][CH2:25][CH:26]([N:29]4[CH2:30][CH2:31][CH:32]([CH2:35][CH2:36][C:37]([OH:39])=[O:38])[CH2:33][CH2:34]4)[CH2:27][CH2:28]3)=[O:22])=[O:18])[CH2:13][CH2:12]2)[CH2:9][CH2:8][C:7]2[CH:55]=[CH:56][CH:57]=[CH:58][C:6]=2[NH:5]1. The catalyst class is: 90. (5) Reactant: [Cl:1][C:2]1[C:9]([CH3:10])=[C:8]([NH:11][C@@H:12]([C:16]2[O:17][C:18]([C:21]3[CH:26]=[CH:25][CH:24]=[CH:23][CH:22]=3)=[N:19][N:20]=2)[C@@H:13]([OH:15])[CH3:14])[CH:7]=[CH:6][C:3]=1[C:4]#[N:5].[C:27](Cl)(=[O:34])[C:28]1[CH:33]=[CH:32][CH:31]=[CH:30][CH:29]=1. Product: [C:27]([O:15][C@@H:13]([CH3:14])[C@@H:12]([NH:11][C:8]1[CH:7]=[CH:6][C:3]([C:4]#[N:5])=[C:2]([Cl:1])[C:9]=1[CH3:10])[C:16]1[O:17][C:18]([C:21]2[CH:26]=[CH:25][CH:24]=[CH:23][CH:22]=2)=[N:19][N:20]=1)(=[O:34])[C:28]1[CH:33]=[CH:32][CH:31]=[CH:30][CH:29]=1. The catalyst class is: 298.